This data is from Catalyst prediction with 721,799 reactions and 888 catalyst types from USPTO. The task is: Predict which catalyst facilitates the given reaction. (1) Reactant: [NH2:1][C:2]1[C:10]([NH2:11])=[CH:9][CH:8]=[CH:7][C:3]=1[C:4]([OH:6])=[O:5].[Cl:12][C:13]1[CH:14]=[C:15]([CH:18]=[CH:19][N:20]=1)[CH:16]=O. Product: [Cl:12][C:13]1[CH:14]=[C:15]([C:16]2[NH:11][C:10]3[CH:9]=[CH:8][CH:7]=[C:3]([C:4]([OH:6])=[O:5])[C:2]=3[N:1]=2)[CH:18]=[CH:19][N:20]=1. The catalyst class is: 18. (2) Reactant: [Br:1][C:2]1[N:6]2[CH2:7][CH2:8][NH:9][CH2:10][C:5]2=[N:4][N:3]=1.[C:11]([O-])([O-])=O.[K+].[K+].S(OC)(OC)(=O)=O. Product: [Br:1][C:2]1[N:6]2[CH2:7][CH2:8][N:9]([CH3:11])[CH2:10][C:5]2=[N:4][N:3]=1. The catalyst class is: 1. (3) Reactant: Cl[C:2]1[N:3]=[C:4]2[CH:12]=[CH:11][C:10]([F:13])=[CH:9][N:5]2[C:6](=[O:8])[CH:7]=1.CC1(C)C(C)(C)OB([C:22]2[CH:23]=[C:24]3[CH:30]=[CH:29][NH:28][C:25]3=[N:26][CH:27]=2)O1.C([O-])([O-])=O.[K+].[K+]. Product: [F:13][C:10]1[CH:11]=[CH:12][C:4]2[N:5]([CH:9]=1)[C:6](=[O:8])[CH:7]=[C:2]([C:22]1[CH:23]=[C:24]3[CH:30]=[CH:29][NH:28][C:25]3=[N:26][CH:27]=1)[N:3]=2. The catalyst class is: 790. (4) Product: [C:4]([C:3]1[CH:12]=[CH:13][CH:14]=[CH:15][C:2]=1[S:1][CH2:25][C:18]([CH2:16][CH3:17])([CH2:21][CH2:22][CH2:23][CH3:24])[CH:19]=[O:20])(=[O:5])[C:6]1[CH:11]=[CH:10][CH:9]=[CH:8][CH:7]=1. The catalyst class is: 270. Reactant: [SH:1][C:2]1[CH:15]=[CH:14][CH:13]=[CH:12][C:3]=1[C:4]([C:6]1[CH:11]=[CH:10][CH:9]=[CH:8][CH:7]=1)=[O:5].[CH2:16]([C:18]([CH2:25]OS(C)(=O)=O)([CH2:21][CH2:22][CH2:23][CH3:24])[CH:19]=[O:20])[CH3:17].C(N(CC)CC)C.Cl. (5) Reactant: [Br:1][C:2]1[N:3]=[C:4]([C:7]([OH:9])=O)[S:5][CH:6]=1.C1C=CC2N(O)N=NC=2C=1.[CH3:20][C@@H:21]1[O:26][C@H:25]([CH3:27])[CH2:24][NH:23][CH2:22]1.C(Cl)CCl.C(N(CC)CC)C. Product: [Br:1][C:2]1[N:3]=[C:4]([C:7]([N:23]2[CH2:22][C@@H:21]([CH3:20])[O:26][C@@H:25]([CH3:27])[CH2:24]2)=[O:9])[S:5][CH:6]=1. The catalyst class is: 39.